From a dataset of NCI-60 drug combinations with 297,098 pairs across 59 cell lines. Regression. Given two drug SMILES strings and cell line genomic features, predict the synergy score measuring deviation from expected non-interaction effect. (1) Drug 1: CCC(=C(C1=CC=CC=C1)C2=CC=C(C=C2)OCCN(C)C)C3=CC=CC=C3.C(C(=O)O)C(CC(=O)O)(C(=O)O)O. Drug 2: CC=C1C(=O)NC(C(=O)OC2CC(=O)NC(C(=O)NC(CSSCCC=C2)C(=O)N1)C(C)C)C(C)C. Cell line: SF-268. Synergy scores: CSS=57.0, Synergy_ZIP=1.86, Synergy_Bliss=-2.19, Synergy_Loewe=-60.6, Synergy_HSA=-3.78. (2) Drug 1: CC1=C(C(=CC=C1)Cl)NC(=O)C2=CN=C(S2)NC3=CC(=NC(=N3)C)N4CCN(CC4)CCO. Drug 2: C(CC(=O)O)C(=O)CN.Cl. Cell line: HCT116. Synergy scores: CSS=4.24, Synergy_ZIP=-1.25, Synergy_Bliss=2.75, Synergy_Loewe=-5.47, Synergy_HSA=-1.07. (3) Cell line: A498. Drug 1: C1=NC(=NC(=O)N1C2C(C(C(O2)CO)O)O)N. Drug 2: C1CC(=O)NC(=O)C1N2C(=O)C3=CC=CC=C3C2=O. Synergy scores: CSS=11.8, Synergy_ZIP=0.695, Synergy_Bliss=6.77, Synergy_Loewe=0.212, Synergy_HSA=3.95. (4) Drug 1: C1C(C(OC1N2C=NC3=C(N=C(N=C32)Cl)N)CO)O. Drug 2: CC(C)NC(=O)C1=CC=C(C=C1)CNNC.Cl. Cell line: HOP-92. Synergy scores: CSS=31.9, Synergy_ZIP=-9.23, Synergy_Bliss=-0.491, Synergy_Loewe=-20.6, Synergy_HSA=0.781.